From a dataset of Forward reaction prediction with 1.9M reactions from USPTO patents (1976-2016). Predict the product of the given reaction. (1) Given the reactants Cl.[NH2:2][OH:3].[OH-].[K+].[C:6]12([NH:16][CH2:17][C:18]3[O:22][C:21](/[CH:23]=[CH:24]/[C:25]([O:27]C)=O)=[CH:20][CH:19]=3)[CH2:15][CH:10]3[CH2:11][CH:12]([CH2:14][CH:8]([CH2:9]3)[CH2:7]1)[CH2:13]2.C(O)(=O)C, predict the reaction product. The product is: [C:6]12([NH:16][CH2:17][C:18]3[O:22][C:21](/[CH:23]=[CH:24]/[C:25]([NH:2][OH:3])=[O:27])=[CH:20][CH:19]=3)[CH2:15][CH:10]3[CH2:11][CH:12]([CH2:14][CH:8]([CH2:9]3)[CH2:7]1)[CH2:13]2. (2) Given the reactants [C:1]([N:4]1[C:12]2[C:7](=[CH:8][CH:9]=[CH:10][CH:11]=2)[C:6]([CH2:13][C:14]([O:16][CH2:17][CH3:18])=[O:15])=[C:5]1[CH2:19]Br)(=[O:3])[CH3:2].[C:21](=[S:24])([O-:23])[CH3:22].[K+], predict the reaction product. The product is: [C:1]([N:4]1[C:12]2[C:7](=[CH:8][CH:9]=[CH:10][CH:11]=2)[C:6]([CH2:13][C:14]([O:16][CH2:17][CH3:18])=[O:15])=[C:5]1[CH2:19][S:24][C:21](=[O:23])[CH3:22])(=[O:3])[CH3:2]. (3) Given the reactants N1CCC[CH2:2]1.C([Li])CCC.[CH3:11][O:12][CH2:13][CH2:14][NH:15][C:16](=[O:44])[CH2:17][C@H:18]([OH:43])[CH2:19][C@H:20]([OH:42])[CH2:21][CH2:22][C@@H:23]1[C@@H:32]2[C:27](=[CH:28][C@H:29]([CH3:40])[CH2:30][C@@H:31]2[O:33][C:34](=[O:39])[C@@H:35]([CH3:38])[CH2:36][CH3:37])[CH:26]=[CH:25][C@@H:24]1[CH3:41].CI.[Cl-].[NH4+], predict the reaction product. The product is: [CH3:11][O:12][CH2:13][CH2:14][NH:15][C:16](=[O:44])[CH2:17][C@H:18]([OH:43])[CH2:19][C@H:20]([OH:42])[CH2:21][CH2:22][C@@H:23]1[C@@H:32]2[C:27](=[CH:28][C@H:29]([CH3:40])[CH2:30][C@@H:31]2[O:33][C:34](=[O:39])[C:35]([CH3:2])([CH3:38])[CH2:36][CH3:37])[CH:26]=[CH:25][C@@H:24]1[CH3:41]. (4) Given the reactants [Cl:1][C:2]1[CH:14]=[CH:13][C:5]2[S:6][C:7]([C:10]([OH:12])=O)=[C:8]([CH3:9])[C:4]=2[CH:3]=1.C[O:16][C:17](=[O:37])[CH2:18][CH2:19][C:20]1[CH:25]=[CH:24][C:23]([O:26][C:27]2[CH:32]=[C:31]([F:33])[CH:30]=[C:29]([CH2:34][NH2:35])[CH:28]=2)=[CH:22][C:21]=1[CH3:36], predict the reaction product. The product is: [Cl:1][C:2]1[CH:14]=[CH:13][C:5]2[S:6][C:7]([C:10]([NH:35][CH2:34][C:29]3[CH:28]=[C:27]([CH:32]=[C:31]([F:33])[CH:30]=3)[O:26][C:23]3[CH:24]=[CH:25][C:20]([CH2:19][CH2:18][C:17]([OH:37])=[O:16])=[C:21]([CH3:36])[CH:22]=3)=[O:12])=[C:8]([CH3:9])[C:4]=2[CH:3]=1. (5) Given the reactants [CH3:1][C:2]1[C:3]([N:8](COCCOC)[S:9]([C:12]2[S:13][C:14]([CH3:42])=[CH:15][C:16]=2[C:17]2[CH:22]=[CH:21][C:20]([CH2:23][N:24]3[C:33]4[C:28](=[C:29]([CH3:35])[N:30]=[C:31]([CH3:34])[CH:32]=4)[CH:27]=[CH:26][C:25]3=[O:36])=[CH:19][C:18]=2[O:37][CH2:38][CH:39]([CH3:41])[CH3:40])(=[O:11])=[O:10])=[N:4][O:5][C:6]=1[CH3:7].Cl, predict the reaction product. The product is: [CH3:1][C:2]1[C:3]([NH:8][S:9]([C:12]2[S:13][C:14]([CH3:42])=[CH:15][C:16]=2[C:17]2[CH:22]=[CH:21][C:20]([CH2:23][N:24]3[C:33]4[C:28](=[C:29]([CH3:35])[N:30]=[C:31]([CH3:34])[CH:32]=4)[CH:27]=[CH:26][C:25]3=[O:36])=[CH:19][C:18]=2[O:37][CH2:38][CH:39]([CH3:40])[CH3:41])(=[O:11])=[O:10])=[N:4][O:5][C:6]=1[CH3:7]. (6) The product is: [C:19]1([CH3:22])[CH:18]=[CH:17][C:16]([C:15]2[N:11]([CH2:10][C:9]([OH:23])=[O:8])[N:12]=[N:13][N:14]=2)=[CH:21][CH:20]=1. Given the reactants C([O:8][C:9](=[O:23])[CH2:10][N:11]1[C:15]([C:16]2[CH:21]=[CH:20][C:19]([CH3:22])=[CH:18][CH:17]=2)=[N:14][N:13]=[N:12]1)C1C=CC=CC=1, predict the reaction product. (7) Given the reactants Br[C:2]1[CH:3]=[N:4][C:5]([N:8]2[CH2:13][CH2:12][N:11]([C:14]([O:16][C:17]([CH3:20])([CH3:19])[CH3:18])=[O:15])[CH2:10][CH2:9]2)=[N:6][CH:7]=1.[F:21][C:22]1[CH:27]=[CH:26][C:25]([SH:28])=[CH:24][CH:23]=1.CC1(C)C2C(=C(P(C3C=CC=CC=3)C3C=CC=CC=3)C=CC=2)OC2C(P(C3C=CC=CC=3)C3C=CC=CC=3)=CC=CC1=2.CCN(C(C)C)C(C)C, predict the reaction product. The product is: [F:21][C:22]1[CH:27]=[CH:26][C:25]([S:28][C:2]2[CH:3]=[N:4][C:5]([N:8]3[CH2:13][CH2:12][N:11]([C:14]([O:16][C:17]([CH3:20])([CH3:19])[CH3:18])=[O:15])[CH2:10][CH2:9]3)=[N:6][CH:7]=2)=[CH:24][CH:23]=1.